From a dataset of Full USPTO retrosynthesis dataset with 1.9M reactions from patents (1976-2016). Predict the reactants needed to synthesize the given product. (1) Given the product [F:33][C:12]1[CH:13]=[C:14]([C:17]2[C:18]([CH3:32])=[CH:19][C:20]([O:23][CH2:24][C:25]([CH3:30])([CH3:31])[C:26]([OH:28])=[O:27])=[N:21][CH:22]=2)[CH:15]=[CH:16][C:11]=1[C:8]1[NH:10][C:36]([C:38]2([C:41]([F:44])([F:43])[F:42])[CH2:40][CH2:39]2)=[CH:35][N:9]=1, predict the reactants needed to synthesize it. The reactants are: C(Cl)Cl.C(O)(=O)C.[C:8]([C:11]1[CH:16]=[CH:15][C:14]([C:17]2[C:18]([CH3:32])=[CH:19][C:20]([O:23][CH2:24][C:25]([CH3:31])([CH3:30])[C:26]([O:28]C)=[O:27])=[N:21][CH:22]=2)=[CH:13][C:12]=1[F:33])(=[NH:10])[NH2:9].Br[CH2:35][C:36]([C:38]1([C:41]([F:44])([F:43])[F:42])[CH2:40][CH2:39]1)=O.C(=O)([O-])[O-].[K+].[K+]. (2) Given the product [NH2:28][CH:12]([C:10]1[C:9]([N:15]2[CH2:20][CH2:19][CH2:18][C@H:17]([OH:21])[CH2:16]2)=[C:8]2[C:3]([CH:4]=[CH:5][CH:6]=[N:7]2)=[C:2]([Cl:1])[CH:11]=1)[CH3:13], predict the reactants needed to synthesize it. The reactants are: [Cl:1][C:2]1[CH:11]=[C:10]([C:12](=O)[CH3:13])[C:9]([N:15]2[CH2:20][CH2:19][CH2:18][C@H:17]([OH:21])[CH2:16]2)=[C:8]2[C:3]=1[CH:4]=[CH:5][CH:6]=[N:7]2.C([O-])(=O)C.[NH4+].C([BH3-])#[N:28].[Na+]. (3) The reactants are: [CH2:1]([OH:8])[CH2:2][CH2:3][CH2:4][CH2:5][CH2:6][OH:7].[CH3:9][S:10](Cl)(=[O:12])=[O:11]. Given the product [CH3:9][S:10]([O:7][CH2:6][CH2:5][CH2:4][CH2:3][CH2:2][CH2:1][O:8][S:10]([CH3:9])(=[O:12])=[O:11])(=[O:12])=[O:11], predict the reactants needed to synthesize it. (4) Given the product [Cl:1][C:2]1[CH:3]=[CH:4][C:5]([C:28]([F:31])([F:29])[F:30])=[C:6]([CH:27]=1)[CH2:7][N:8]1[CH2:13][CH2:12][NH:11][C:10]2[N:14]=[CH:15][C:16]([C:18]3[CH:19]=[CH:20][C:21]([C:22]([N:32]4[CH2:33][CH2:34][CH:35]([N:38]5[C:42]6[CH:43]=[CH:44][CH:45]=[CH:46][C:41]=6[NH:40][C:39]5=[O:47])[CH2:36][CH2:37]4)=[O:23])=[CH:25][CH:26]=3)=[CH:17][C:9]1=2, predict the reactants needed to synthesize it. The reactants are: [Cl:1][C:2]1[CH:3]=[CH:4][C:5]([C:28]([F:31])([F:30])[F:29])=[C:6]([CH:27]=1)[CH2:7][N:8]1[CH2:13][CH2:12][NH:11][C:10]2[N:14]=[CH:15][C:16]([C:18]3[CH:26]=[CH:25][C:21]([C:22](O)=[O:23])=[CH:20][CH:19]=3)=[CH:17][C:9]1=2.[NH:32]1[CH2:37][CH2:36][CH:35]([N:38]2[C:42]3[CH:43]=[CH:44][CH:45]=[CH:46][C:41]=3[NH:40][C:39]2=[O:47])[CH2:34][CH2:33]1. (5) Given the product [C:1]([O:5][C:6]1[N:7]=[C:8]([CH:12]=[O:15])[CH:9]=[N:10][CH:11]=1)([CH3:4])([CH3:3])[CH3:2], predict the reactants needed to synthesize it. The reactants are: [C:1]([O:5][C:6]1[CH:11]=[N:10][CH:9]=[C:8]([CH:12]=C)[N:7]=1)([CH3:4])([CH3:3])[CH3:2].S([O-])([O-])=[O:15].[Na+].[Na+].O. (6) Given the product [NH2:15][C:12]1[CH:13]=[CH:14][C:9]([O:8][CH2:1][C:2]2[CH:3]=[CH:4][CH:5]=[CH:6][CH:7]=2)=[C:10]([C:18]2[C:19]3[CH:28]=[CH:27][NH:26][C:20]=3[C:21](=[O:25])[N:22]([CH3:24])[CH:23]=2)[CH:11]=1, predict the reactants needed to synthesize it. The reactants are: [CH2:1]([O:8][C:9]1[CH:14]=[CH:13][C:12]([N+:15]([O-])=O)=[CH:11][C:10]=1[C:18]1[C:19]2[CH:28]=[CH:27][NH:26][C:20]=2[C:21](=[O:25])[N:22]([CH3:24])[CH:23]=1)[C:2]1[CH:7]=[CH:6][CH:5]=[CH:4][CH:3]=1.CN1C=C(C2C=C([N+]([O-])=O)C=CC=2OC2C=CC=CC=2)C2C=CNC=2C1=O. (7) Given the product [Cl:1][C:2]1[N:7]=[CH:6][C:5]([O:8][CH2:10][CH2:11][CH2:12][O:13][CH3:14])=[CH:4][N:3]=1, predict the reactants needed to synthesize it. The reactants are: [Cl:1][C:2]1[N:7]=[CH:6][C:5]([OH:8])=[CH:4][N:3]=1.Br[CH2:10][CH2:11][CH2:12][O:13][CH3:14].C(=O)([O-])[O-].[K+].[K+].